Dataset: Reaction yield outcomes from USPTO patents with 853,638 reactions. Task: Predict the reaction yield, written as a fraction of the theoretical maximum amount of product (1.0 means a 100% yield; for example, 0.34 means a 34% yield). (1) The reactants are [CH3:1][CH:2]([CH3:15])[CH2:3][CH2:4][N:5]1[C:9]2[CH:10]=[CH:11][CH:12]=[CH:13][C:8]=2[NH:7][C:6]1=[O:14].C(N(CC)CC)C.Cl[C:24](OC1C=CC([N+]([O-])=O)=CC=1)=[O:25].[NH2:36][C@H:37]([C:42]([NH2:44])=[O:43])[C:38]([CH3:41])([CH3:40])[CH3:39]. The catalyst is ClCCl. The product is [NH2:44][C:42]([C@@H:37]([NH:36][C:24]([N:7]1[C:8]2[CH:13]=[CH:12][CH:11]=[CH:10][C:9]=2[N:5]([CH2:4][CH2:3][CH:2]([CH3:15])[CH3:1])[C:6]1=[O:14])=[O:25])[C:38]([CH3:41])([CH3:40])[CH3:39])=[O:43]. The yield is 0.960. (2) The reactants are C[O:2][C:3](=[O:46])[C@H:4]([O:39][CH:40]1[CH2:45][CH2:44][CH2:43][CH2:42][O:41]1)[C@@H:5]([NH:13][C:14](=[O:38])[C:15]1[CH:20]=[C:19]([C:21]([NH:23][C@@H:24]([C:26]2[CH:31]=[CH:30][CH:29]=[CH:28][CH:27]=2)[CH3:25])=[O:22])[CH:18]=[C:17]([N:32]([CH3:37])[S:33]([CH3:36])(=[O:35])=[O:34])[CH:16]=1)[CH2:6][C:7]1[CH:12]=[CH:11][CH:10]=[CH:9][CH:8]=1.[OH-].[Na+]. The catalyst is CO. The product is [CH3:37][N:32]([S:33]([CH3:36])(=[O:35])=[O:34])[C:17]1[CH:16]=[C:15]([CH:20]=[C:19]([C:21]([NH:23][C@@H:24]([C:26]2[CH:31]=[CH:30][CH:29]=[CH:28][CH:27]=2)[CH3:25])=[O:22])[CH:18]=1)[C:14]([NH:13][C@@H:5]([CH2:6][C:7]1[CH:12]=[CH:11][CH:10]=[CH:9][CH:8]=1)[C@@H:4]([O:39][CH:40]1[CH2:45][CH2:44][CH2:43][CH2:42][O:41]1)[C:3]([OH:46])=[O:2])=[O:38]. The yield is 0.990. (3) The reactants are [CH3:1][O:2][C:3]1[CH:4]=[C:5]([C:11]([C@@H:13]2[C@:22]3([CH3:23])[C@H:17]([C:18]([CH3:25])([CH3:24])[CH2:19][CH2:20][CH2:21]3)[CH2:16][C@@H:15]([OH:26])[C@@H:14]2[CH3:27])=[O:12])[CH:6]=[C:7]([O:9][CH3:10])[CH:8]=1.C1C=C[NH+]=CC=1.[O-][Cr](Cl)(=O)=O. The catalyst is C(Cl)Cl. The product is [CH3:10][O:9][C:7]1[CH:6]=[C:5]([C:11]([C@@H:13]2[C@:22]3([CH3:23])[C@H:17]([C:18]([CH3:25])([CH3:24])[CH2:19][CH2:20][CH2:21]3)[CH2:16][C:15](=[O:26])[C@@H:14]2[CH3:27])=[O:12])[CH:4]=[C:3]([O:2][CH3:1])[CH:8]=1. The yield is 0.930. (4) The reactants are [NH2:1][CH:2]1[CH2:7][CH2:6][N:5]([CH2:8][CH2:9][N:10]2[C:15]3[CH:16]=[C:17]([C:20]#[N:21])[CH:18]=[CH:19][C:14]=3[O:13][CH2:12][C:11]2=[O:22])[CH2:4][CH2:3]1.FC(F)(F)C(O)=O.NC1CCN(CCN2C3C=C(C#N)C=CC=3OCC2=O)CC1.[F:52][C:53]1[CH:58]=[CH:57][C:56]([F:59])=[CH:55][C:54]=1[CH:60]1[CH2:62][CH:61]1[CH:63]=O.C([BH3-])#N.[Na+]. No catalyst specified. The product is [F:52][C:53]1[CH:58]=[CH:57][C:56]([F:59])=[CH:55][C:54]=1[CH:60]1[CH2:62][CH:61]1[CH2:63][NH:1][CH:2]1[CH2:7][CH2:6][N:5]([CH2:8][CH2:9][N:10]2[C:15]3[CH:16]=[C:17]([C:20]#[N:21])[CH:18]=[CH:19][C:14]=3[O:13][CH2:12][C:11]2=[O:22])[CH2:4][CH2:3]1. The yield is 0.420. (5) The reactants are C[O:2][C:3](=[O:43])[CH2:4][C:5]1[CH:10]=[CH:9][CH:8]=[C:7]([O:11][CH2:12][C@H:13]([CH3:42])[CH2:14][N:15]([CH2:30][C:31]2[CH:36]=[CH:35][CH:34]=[C:33]([C:37]([F:40])([F:39])[F:38])[C:32]=2[Cl:41])[CH2:16][CH:17]([C:24]2[CH:29]=[CH:28][CH:27]=[CH:26][CH:25]=2)[C:18]2[CH:23]=[CH:22][CH:21]=[CH:20][CH:19]=2)[CH:6]=1.[Li+].[OH-]. The catalyst is C1COCC1.O. The product is [ClH:41].[Cl:41][C:32]1[C:33]([C:37]([F:38])([F:39])[F:40])=[CH:34][CH:35]=[CH:36][C:31]=1[CH2:30][N:15]([CH2:16][CH:17]([C:24]1[CH:29]=[CH:28][CH:27]=[CH:26][CH:25]=1)[C:18]1[CH:19]=[CH:20][CH:21]=[CH:22][CH:23]=1)[CH2:14][C@@H:13]([CH3:42])[CH2:12][O:11][C:7]1[CH:6]=[C:5]([CH2:4][C:3]([OH:43])=[O:2])[CH:10]=[CH:9][CH:8]=1. The yield is 0.780. (6) The product is [CH3:32][N:33]([CH3:37])[CH2:34][CH2:35][O:25][C:24](=[O:26])[C:23]1[CH:27]=[CH:28][CH:29]=[C:21]([NH:20][C:18](=[O:19])/[CH:17]=[CH:16]/[O:15][C:14]2[CH:30]=[CH:31][C:11]([C:1]34[CH2:2][CH:3]5[CH2:4][CH:5]([CH2:6][CH:7]([CH2:9]5)[CH2:8]3)[CH2:10]4)=[CH:12][CH:13]=2)[CH:22]=1. The catalyst is CN(C=O)C. The reactants are [C:1]12([C:11]3[CH:31]=[CH:30][C:14]([O:15]/[CH:16]=[CH:17]/[C:18]([NH:20][C:21]4[CH:22]=[C:23]([CH:27]=[CH:28][CH:29]=4)[C:24]([OH:26])=[O:25])=[O:19])=[CH:13][CH:12]=3)[CH2:10][CH:5]3[CH2:6][CH:7]([CH2:9][CH:3]([CH2:4]3)[CH2:2]1)[CH2:8]2.[CH3:32][N:33]([CH3:37])[CH2:34][CH2:35]Cl.Cl.C([O-])([O-])=O.[K+].[K+]. The yield is 0.106.